Task: Predict the reactants needed to synthesize the given product.. Dataset: Full USPTO retrosynthesis dataset with 1.9M reactions from patents (1976-2016) Given the product [Br:1][C:2]1[CH:7]=[C:6]([F:8])[CH:5]=[CH:4][C:3]=1[O:9][CH2:11][C:12]([O:14][CH2:15][CH3:16])=[O:13], predict the reactants needed to synthesize it. The reactants are: [Br:1][C:2]1[CH:7]=[C:6]([F:8])[CH:5]=[CH:4][C:3]=1[OH:9].Br[CH2:11][C:12]([O:14][CH2:15][CH3:16])=[O:13].